From a dataset of Full USPTO retrosynthesis dataset with 1.9M reactions from patents (1976-2016). Predict the reactants needed to synthesize the given product. (1) Given the product [CH2:67]([O:69][C:70](=[O:73])[CH2:71][NH:72][C:32](=[O:33])[CH2:31][CH2:30][C:7]1[C:8]([CH3:29])=[CH:9][C:10]([C:12]2[N:16]=[C:15]([C:17]3[S:18][C:19]([CH2:23][N:24]([CH:26]([CH3:28])[CH3:27])[CH3:25])=[C:20]([CH3:22])[CH:21]=3)[O:14][N:13]=2)=[CH:11][C:6]=1[CH2:4][CH3:5])[CH3:68], predict the reactants needed to synthesize it. The reactants are: C(O)=O.[CH2:4]([C:6]1[CH:11]=[C:10]([C:12]2[N:16]=[C:15]([C:17]3[S:18][C:19]([CH2:23][N:24]([CH:26]([CH3:28])[CH3:27])[CH3:25])=[C:20]([CH3:22])[CH:21]=3)[O:14][N:13]=2)[CH:9]=[C:8]([CH3:29])[C:7]=1[CH2:30][CH2:31][C:32](O)=[O:33])[CH3:5].CCN(C(C)C)C(C)C.CN(C(ON1N=NC2C=CC=CC1=2)=[N+](C)C)C.[B-](F)(F)(F)F.Cl.[CH2:67]([O:69][C:70](=[O:73])[CH2:71][NH2:72])[CH3:68]. (2) Given the product [Cl:54][C:24]1[C:23]([CH:13]([N:12]2[C:11]3[CH:29]=[C:30]([Cl:34])[C:31]([F:33])=[CH:32][C:10]=3[N:9]=[C:8]2[CH:1]([O:42][CH3:41])[C:2]2[CH:7]=[CH:6][CH:5]=[CH:4][CH:3]=2)[C:14]([NH:16][CH:17]2[CH2:18][CH2:19][CH2:20][CH2:21][CH2:22]2)=[O:15])=[CH:28][C:27]2[O:53][CH2:52][O:51][C:26]=2[CH:25]=1, predict the reactants needed to synthesize it. The reactants are: [CH2:1]([C:8]1[N:12]([CH:13]([CH:23]2[CH2:28][CH2:27][CH2:26][CH2:25][CH2:24]2)[C:14]([NH:16][CH:17]2[CH2:22][CH2:21][CH2:20][CH2:19][CH2:18]2)=[O:15])[C:11]2[CH:29]=[C:30]([Cl:34])[C:31]([F:33])=[CH:32][C:10]=2[N:9]=1)[C:2]1[CH:7]=[CH:6][CH:5]=[CH:4][CH:3]=1.C1([CH:41]=[O:42])CCCCC1.C1C(C=O)=CC2[O:51][CH2:52][O:53]C=2C=1.[Cl:54]C1C=C(CC(O)=O)C=CC=1.COC(C1C=CC=CC=1)C(O)=O. (3) The reactants are: [CH2:1]([NH:5][C:6]([N:8]1[CH2:12][CH2:11][CH:10]([CH2:13][N:14]2[C:22]3[C:17](=[CH:18][C:19]([C:23]4[CH:24]=[N:25][N:26](C5CCCCO5)[CH:27]=4)=[CH:20][CH:21]=3)[CH:16]=[CH:15]2)[CH2:9]1)=[O:7])[CH:2]([CH3:4])[CH3:3].[BH3-]C#N.[Na+].Cl.CO.ClCCl. Given the product [NH:25]1[CH:24]=[C:23]([C:19]2[CH:18]=[C:17]3[C:22](=[CH:21][CH:20]=2)[N:14]([CH2:13][CH:10]2[CH2:11][CH2:12][N:8]([C:6]([NH:5][CH2:1][CH:2]([CH3:4])[CH3:3])=[O:7])[CH2:9]2)[CH2:15][CH2:16]3)[CH:27]=[N:26]1, predict the reactants needed to synthesize it. (4) Given the product [CH:1]1([CH:4]([C:15]2[CH:20]=[CH:19][C:18]([F:21])=[C:17]([O:22][CH3:23])[CH:16]=2)[CH2:5][C:6]([OH:14])=[O:7])[CH2:3][CH2:2]1, predict the reactants needed to synthesize it. The reactants are: [CH:1]1([CH:4]([C:15]2[CH:20]=[CH:19][C:18]([F:21])=[C:17]([O:22][CH3:23])[CH:16]=2)[CH:5]2C(=O)OC(C)(C)[O:7][C:6]2=[O:14])[CH2:3][CH2:2]1.O. (5) Given the product [OH:8][C:9]1[CH:29]=[CH:28][CH:27]=[CH:26][C:10]=1[O:11][CH2:12][C@H:13]1[O:18][CH2:17][CH2:16][N:15]([C:19]([O:21][C:22]([CH3:25])([CH3:23])[CH3:24])=[O:20])[CH2:14]1, predict the reactants needed to synthesize it. The reactants are: C([O:8][C:9]1[CH:29]=[CH:28][CH:27]=[CH:26][C:10]=1[O:11][CH2:12][C@H:13]1[O:18][CH2:17][CH2:16][N:15]([C:19]([O:21][C:22]([CH3:25])([CH3:24])[CH3:23])=[O:20])[CH2:14]1)C1C=CC=CC=1. (6) Given the product [CH3:13][O:14][C:15]1[C:16]([CH3:44])=[C:17]([C:35]([O:42][CH3:43])=[C:36]([O:40][CH3:41])[C:37]=1[O:38][CH3:39])[CH2:18][C:19]1[C:24]([C:25]([OH:11])=[O:26])=[C:23]([O:27][CH2:28][C:29]2[CH:34]=[CH:33][CH:32]=[CH:31][CH:30]=2)[CH:22]=[CH:21][CH:20]=1, predict the reactants needed to synthesize it. The reactants are: P([O-])(O)(O)=O.[Na+].Cl([O-])=O.[Na+].[OH:11]O.[CH3:13][O:14][C:15]1[C:16]([CH3:44])=[C:17]([C:35]([O:42][CH3:43])=[C:36]([O:40][CH3:41])[C:37]=1[O:38][CH3:39])[CH2:18][C:19]1[C:24]([CH:25]=[O:26])=[C:23]([O:27][CH2:28][C:29]2[CH:34]=[CH:33][CH:32]=[CH:31][CH:30]=2)[CH:22]=[CH:21][CH:20]=1. (7) Given the product [OH:2][N:1]=[C:12]([C:8]1[CH:7]=[C:6]2[C:11](=[CH:10][CH:9]=1)[NH:3][N:4]=[CH:5]2)[NH2:13], predict the reactants needed to synthesize it. The reactants are: [NH2:1][OH:2].[NH:3]1[C:11]2[C:6](=[CH:7][C:8]([C:12]#[N:13])=[CH:9][CH:10]=2)[CH:5]=[N:4]1. (8) Given the product [Cl:51][C:4]1[C:5]2[O:69][CH2:8][CH2:7][C:6]=2[C:10]([CH:12]2[C@H:17]([O:18][CH2:19][C:20]3[CH:21]=[CH:22][CH:23]=[CH:24][CH:25]=3)[C@@H:16]([O:26][CH2:27][C:28]3[CH:33]=[CH:32][CH:31]=[CH:30][CH:29]=3)[C@H:15]([O:34][CH2:35][C:36]3[CH:37]=[CH:38][CH:39]=[CH:40][CH:41]=3)[C@@H:14]([CH2:42][O:43][CH2:44][C:45]3[CH:50]=[CH:49][CH:48]=[CH:47][CH:46]=3)[O:13]2)=[CH:11][C:3]=1[CH2:2][C:63]1[CH:64]=[CH:65][C:60]([O:59][CH3:58])=[CH:61][CH:62]=1, predict the reactants needed to synthesize it. The reactants are: Br[CH2:2][C:3]1[CH:11]=[C:10]([C@H:12]2[C@H:17]([O:18][CH2:19][C:20]3[CH:25]=[CH:24][CH:23]=[CH:22][CH:21]=3)[C@@H:16]([O:26][CH2:27][C:28]3[CH:33]=[CH:32][CH:31]=[CH:30][CH:29]=3)[C@H:15]([O:34][CH2:35][C:36]3[CH:41]=[CH:40][CH:39]=[CH:38][CH:37]=3)[C@@H:14]([CH2:42][O:43][CH2:44][C:45]3[CH:50]=[CH:49][CH:48]=[CH:47][CH:46]=3)[O:13]2)[C:6]2[CH2:7][CH2:8]O[C:5]=2[C:4]=1[Cl:51].C([O-])([O-])=O.[K+].[K+].[CH3:58][O:59][C:60]1[CH:65]=[CH:64][C:63](B(O)O)=[CH:62][CH:61]=1.[OH2:69]. (9) Given the product [CH2:1]([O:5][C:6]1[CH:11]=[CH:10][C:9]([B:19]([OH:22])[OH:20])=[C:8]([F:12])[C:7]=1[F:13])[CH2:2][CH2:3][CH3:4], predict the reactants needed to synthesize it. The reactants are: [CH2:1]([O:5][C:6]1[CH:11]=[CH:10][CH:9]=[C:8]([F:12])[C:7]=1[F:13])[CH2:2][CH2:3][CH3:4].C([Li])CCC.[B:19](OC)([O:22]C)[O:20]C.Cl.